Predict the product of the given reaction. From a dataset of Forward reaction prediction with 1.9M reactions from USPTO patents (1976-2016). (1) Given the reactants C[O:2][C:3]1[CH:22]=[CH:21][C:6]2[N:7]=[C:8]([N:10]3[CH2:14][CH2:13][C@@H:12]([N:15]4[CH2:20][CH2:19][CH2:18][CH2:17][CH2:16]4)[CH2:11]3)[S:9][C:5]=2[CH:4]=1.B(Br)(Br)Br.CCCCCCC.C(=O)(O)[O-].[Na+].[Cl-].[Na+], predict the reaction product. The product is: [N:15]1([C@@H:12]2[CH2:13][CH2:14][N:10]([C:8]3[S:9][C:5]4[CH:4]=[C:3]([OH:2])[CH:22]=[CH:21][C:6]=4[N:7]=3)[CH2:11]2)[CH2:20][CH2:19][CH2:18][CH2:17][CH2:16]1. (2) Given the reactants [C:1]([O:5][C@@H:6]([C:12]1[C:13]([CH3:34])=[N:14][C:15]([CH3:33])=[C:16]([C:26]2[CH:31]=[CH:30][C:29](O)=[CH:28][CH:27]=2)[C:17]=1[N:18]1[CH2:23][CH2:22][C:21]([CH3:25])([CH3:24])[CH2:20][CH2:19]1)[C:7]([O:9]CC)=[O:8])([CH3:4])([CH3:3])[CH3:2].[F:35][C:36]1[CH:41]=[C:40]([F:42])[C:39]([F:43])=[CH:38][C:37]=1[CH2:44][CH2:45][OH:46].C1C=CC(P(C2C=CC=CC=2)C2C=CC=CC=2)=CC=1.CC(OC(/N=N/C(OC(C)C)=O)=O)C.[OH-].[Na+], predict the reaction product. The product is: [C:1]([O:5][C@@H:6]([C:12]1[C:13]([CH3:34])=[N:14][C:15]([CH3:33])=[C:16]([C:26]2[CH:27]=[CH:28][C:29]([O:46][CH2:45][CH2:44][C:37]3[CH:38]=[C:39]([F:43])[C:40]([F:42])=[CH:41][C:36]=3[F:35])=[CH:30][CH:31]=2)[C:17]=1[N:18]1[CH2:19][CH2:20][C:21]([CH3:25])([CH3:24])[CH2:22][CH2:23]1)[C:7]([OH:9])=[O:8])([CH3:4])([CH3:2])[CH3:3]. (3) Given the reactants [Cl:1][C:2]1[CH:3]=[CH:4][C:5]2[N:11]3[CH:12]=[CH:13][N:14]=[C:10]3[C@@H:9]([CH2:15][CH:16]3[O:20][CH2:19][CH2:18][O:17]3)[O:8][C@H:7]([C:21]3[CH:26]=[CH:25][CH:24]=[C:23]([O:27][CH3:28])[C:22]=3[O:29][CH3:30])[C:6]=2[CH:31]=1.CCCCCC.C(O)(C)C, predict the reaction product. The product is: [Cl:1][C:2]1[CH:3]=[CH:4][C:5]2[N:11]3[CH:12]=[CH:13][N:14]=[C:10]3[C@H:9]([CH2:15][CH:16]3[O:20][CH2:19][CH2:18][O:17]3)[O:8][C@@H:7]([C:21]3[CH:26]=[CH:25][CH:24]=[C:23]([O:27][CH3:28])[C:22]=3[O:29][CH3:30])[C:6]=2[CH:31]=1. (4) Given the reactants [CH3:1][C:2]1[CH:6]=[CH:5][O:4][C:3]=1[C:7]([NH:9][C:10]1[CH:11]=[C:12]([CH:42]=[CH:43][CH:44]=1)[O:13][C:14]1[CH:19]=[CH:18][N:17]=[C:16]([C:20]2[NH:24][CH:23]=[C:22]([C:25]([NH:27][CH:28]([CH2:33][CH2:34][C:35]([O:37][C:38]([CH3:41])([CH3:40])[CH3:39])=[O:36])[C:29]([O:31]C)=[O:30])=[O:26])[CH:21]=2)[CH:15]=1)=[O:8].[OH-].[Na+].O.Cl, predict the reaction product. The product is: [C:38]([O:37][C:35](=[O:36])[CH2:34][CH2:33][CH:28]([NH:27][C:25]([C:22]1[CH:21]=[C:20]([C:16]2[CH:15]=[C:14]([O:13][C:12]3[CH:42]=[CH:43][CH:44]=[C:10]([NH:9][C:7]([C:3]4[O:4][CH:5]=[CH:6][C:2]=4[CH3:1])=[O:8])[CH:11]=3)[CH:19]=[CH:18][N:17]=2)[NH:24][CH:23]=1)=[O:26])[C:29]([OH:31])=[O:30])([CH3:40])([CH3:41])[CH3:39]. (5) Given the reactants Br[C:2]1[C:3](=O)[O:4][CH:5]([C:8]2[CH:13]=[CH:12][CH:11]=[CH:10][CH:9]=2)[C:6]=1[Br:7].[NH2:15][NH2:16].O, predict the reaction product. The product is: [Br:7][C:6]1[C:5]([C:8]2[CH:13]=[CH:12][CH:11]=[CH:10][CH:9]=2)=[N:16][NH:15][C:3](=[O:4])[CH:2]=1. (6) Given the reactants [CH:1]([O:14][C:15]1[C:16]2[C:35](=[O:36])[N:34]([CH2:37][C:38]3[CH:43]=[CH:42][C:41]([F:44])=[CH:40][CH:39]=3)[CH2:33][C:17]=2[C:18](OS(C(F)(F)F)(=O)=O)=[C:19]2[C:24]=1[N:23]=[CH:22][CH:21]=[CH:20]2)([C:8]1[CH:13]=[CH:12][CH:11]=[CH:10][CH:9]=1)[C:2]1[CH:7]=[CH:6][CH:5]=[CH:4][CH:3]=1.C([O-])([O-])=O.[K+].[K+].[CH3:51][O:52][C:53]1[C:58](B(O)O)=[CH:57][CH:56]=[CH:55][N:54]=1.CCOC(C)=O.CCCCCC, predict the reaction product. The product is: [CH:1]([O:14][C:15]1[C:16]2[C:35](=[O:36])[N:34]([CH2:37][C:38]3[CH:39]=[CH:40][C:41]([F:44])=[CH:42][CH:43]=3)[CH2:33][C:17]=2[C:18]([C:58]2[C:53]([O:52][CH3:51])=[N:54][CH:55]=[CH:56][CH:57]=2)=[C:19]2[C:24]=1[N:23]=[CH:22][CH:21]=[CH:20]2)([C:8]1[CH:13]=[CH:12][CH:11]=[CH:10][CH:9]=1)[C:2]1[CH:3]=[CH:4][CH:5]=[CH:6][CH:7]=1. (7) Given the reactants [CH2:1]([O:8][C:9]1[CH:14]=[C:13](I)[CH:12]=[CH:11][C:10]=1[N:16]1[S:20](=[O:22])(=[O:21])[NH:19][C:18](=[O:23])[CH2:17]1)[C:2]1[CH:7]=[CH:6][CH:5]=[CH:4][CH:3]=1.CC1(C)C(C)(C)OB([C:32]2[C:36]3[CH:37]=[CH:38][CH:39]=[CH:40][C:35]=3[O:34][CH:33]=2)O1.C([O-])([O-])=O.[Cs+].[Cs+], predict the reaction product. The product is: [O:34]1[C:33]2=[CH:32][CH:36]=[CH:37][C:38]2=[CH:39][C:40]([C:14]2[C:9]([O:8][CH2:1][C:2]3[CH:7]=[CH:6][CH:5]=[CH:4][CH:3]=3)=[C:10]([N:16]3[S:20](=[O:22])(=[O:21])[NH:19][C:18](=[O:23])[CH2:17]3)[CH:11]=[CH:12][CH:13]=2)=[CH:35]1. (8) The product is: [CH2:1]([O:8][C:9]([N:11]1[CH2:12][CH2:13][CH:14]([NH:17][C:18]2[CH:23]=[CH:22][C:21]([N:24]3[CH2:28][C@H:27]([CH2:29][NH:30][C:33](=[O:35])[CH3:34])[O:26][C:25]3=[O:31])=[CH:20][C:19]=2[F:32])[CH2:15][CH2:16]1)=[O:10])[C:2]1[CH:3]=[CH:4][CH:5]=[CH:6][CH:7]=1. Given the reactants [CH2:1]([O:8][C:9]([N:11]1[CH2:16][CH2:15][CH:14]([NH:17][C:18]2[CH:23]=[CH:22][C:21]([N:24]3[CH2:28][C@H:27]([CH2:29][NH2:30])[O:26][C:25]3=[O:31])=[CH:20][C:19]=2[F:32])[CH2:13][CH2:12]1)=[O:10])[C:2]1[CH:7]=[CH:6][CH:5]=[CH:4][CH:3]=1.[C:33](OC(=O)C)(=[O:35])[CH3:34], predict the reaction product. (9) Given the reactants [Si:1]([O:8][C@H:9]1[CH2:13][CH2:12][NH:11][C@@H:10]1[C@@H:14]([NH:16][C:17]1[CH:22]=[CH:21][C:20]([C:23]#[N:24])=[C:19]([Cl:25])[C:18]=1[CH3:26])[CH3:15])([C:4]([CH3:7])([CH3:6])[CH3:5])([CH3:3])[CH3:2].CCN(C(C)C)C(C)C.[C:36](Cl)(Cl)=[O:37], predict the reaction product. The product is: [O:8]([C@@H:9]1[C@@H:10]2[N:11]([C:36](=[O:37])[N:16]([C:17]3[CH:22]=[CH:21][C:20]([C:23]#[N:24])=[C:19]([Cl:25])[C:18]=3[CH3:26])[C@H:14]2[CH3:15])[CH2:12][CH2:13]1)[Si:1]([C:4]([CH3:6])([CH3:7])[CH3:5])([CH3:3])[CH3:2].